This data is from NCI-60 drug combinations with 297,098 pairs across 59 cell lines. The task is: Regression. Given two drug SMILES strings and cell line genomic features, predict the synergy score measuring deviation from expected non-interaction effect. (1) Drug 1: CC12CCC3C(C1CCC2O)C(CC4=C3C=CC(=C4)O)CCCCCCCCCS(=O)CCCC(C(F)(F)F)(F)F. Drug 2: CC1CCCC2(C(O2)CC(NC(=O)CC(C(C(=O)C(C1O)C)(C)C)O)C(=CC3=CSC(=N3)C)C)C. Cell line: NCI-H460. Synergy scores: CSS=58.3, Synergy_ZIP=2.05, Synergy_Bliss=1.35, Synergy_Loewe=-29.8, Synergy_HSA=0.599. (2) Drug 1: CNC(=O)C1=CC=CC=C1SC2=CC3=C(C=C2)C(=NN3)C=CC4=CC=CC=N4. Drug 2: CC12CCC(CC1=CCC3C2CCC4(C3CC=C4C5=CN=CC=C5)C)O. Cell line: UACC62. Synergy scores: CSS=7.92, Synergy_ZIP=-1.41, Synergy_Bliss=2.68, Synergy_Loewe=3.00, Synergy_HSA=3.07. (3) Drug 1: CCC1=CC2CC(C3=C(CN(C2)C1)C4=CC=CC=C4N3)(C5=C(C=C6C(=C5)C78CCN9C7C(C=CC9)(C(C(C8N6C)(C(=O)OC)O)OC(=O)C)CC)OC)C(=O)OC. Drug 2: CC(C)(C1=NC(=CC=C1)N2C3=NC(=NC=C3C(=O)N2CC=C)NC4=CC=C(C=C4)N5CCN(CC5)C)O. Cell line: OVCAR3. Synergy scores: CSS=75.5, Synergy_ZIP=0.338, Synergy_Bliss=-1.09, Synergy_Loewe=-2.51, Synergy_HSA=1.80. (4) Drug 1: C1C(C(OC1N2C=NC3=C(N=C(N=C32)Cl)N)CO)O. Drug 2: CCC1=C2CN3C(=CC4=C(C3=O)COC(=O)C4(CC)O)C2=NC5=C1C=C(C=C5)O. Cell line: IGROV1. Synergy scores: CSS=22.7, Synergy_ZIP=-4.73, Synergy_Bliss=-0.938, Synergy_Loewe=-24.6, Synergy_HSA=1.64. (5) Drug 1: CC(CN1CC(=O)NC(=O)C1)N2CC(=O)NC(=O)C2. Drug 2: C1C(C(OC1N2C=NC3=C(N=C(N=C32)Cl)N)CO)O. Cell line: BT-549. Synergy scores: CSS=26.0, Synergy_ZIP=-2.90, Synergy_Bliss=3.03, Synergy_Loewe=-6.02, Synergy_HSA=5.41. (6) Drug 1: C1=CC(=CC=C1CC(C(=O)O)N)N(CCCl)CCCl.Cl. Drug 2: C1CC(=O)NC(=O)C1N2C(=O)C3=CC=CC=C3C2=O. Cell line: HCT-15. Synergy scores: CSS=24.5, Synergy_ZIP=-2.04, Synergy_Bliss=1.66, Synergy_Loewe=-10.2, Synergy_HSA=-2.22. (7) Drug 1: CC1CCC2CC(C(=CC=CC=CC(CC(C(=O)C(C(C(=CC(C(=O)CC(OC(=O)C3CCCCN3C(=O)C(=O)C1(O2)O)C(C)CC4CCC(C(C4)OC)O)C)C)O)OC)C)C)C)OC. Drug 2: C1=NC(=NC(=O)N1C2C(C(C(O2)CO)O)O)N. Cell line: SNB-75. Synergy scores: CSS=7.46, Synergy_ZIP=-1.65, Synergy_Bliss=-0.0113, Synergy_Loewe=0.491, Synergy_HSA=1.07.